From a dataset of Reaction yield outcomes from USPTO patents with 853,638 reactions. Predict the reaction yield, written as a fraction of the theoretical maximum amount of product (1.0 means a 100% yield; for example, 0.34 means a 34% yield). (1) The reactants are [C:1]([OH:10])(=[O:9])[C:2]1[CH:7]=[CH:6][CH:5]=[N+:4]([O-])[CH:3]=1.[C-]#N.[Na+].[CH2:14]([N:16](CC)CC)C.C[Si](Cl)(C)C. The catalyst is CN(C=O)C. The product is [C:14]([C:5]1[CH:6]=[CH:7][C:2]([C:1]([OH:10])=[O:9])=[CH:3][N:4]=1)#[N:16]. The yield is 0.220. (2) The reactants are [OH-:1].[Na+:2].CN(C=[O:7])C.[CH:8]1[N:12]=[CH:11][N:10]([CH2:13][C:14]([P:20]([OH:23])([OH:22])=[O:21])([P:16]([OH:19])([OH:18])=[O:17])[OH:15])[CH:9]=1. The catalyst is O. The product is [CH:8]1[N:12]=[CH:11][N:10]([CH2:13][C:14]([P:16]([O-:19])([OH:18])=[O:17])([P:20]([O-:22])([OH:23])=[O:21])[OH:15])[CH:9]=1.[OH2:7].[OH2:1].[OH2:7].[OH2:7].[Na+:2].[Na+:2]. The yield is 0.920. (3) The reactants are [OH-].[K+].[Cl:3][C:4]1[N:9]=[C:8]([C:10]#[C:11][C:12]2[CH:13]=[C:14]([NH:18][C:19](=[O:28])[C:20]3[C:25]([F:26])=[CH:24][CH:23]=[CH:22][C:21]=3[F:27])[CH:15]=[CH:16][CH:17]=2)[CH:7]=[CH:6][N:5]=1.[I-].[NH2:30][N+:31]1[CH:36]=[CH:35][CH:34]=[CH:33][CH:32]=1.C([O-])([O-])=O.[K+].[K+]. The catalyst is CS(C)=O. The product is [Cl:3][C:4]1[N:9]=[C:8]([C:10]2[C:11]([C:12]3[CH:13]=[C:14]([NH:18][C:19](=[O:28])[C:20]4[C:25]([F:26])=[CH:24][CH:23]=[CH:22][C:21]=4[F:27])[CH:15]=[CH:16][CH:17]=3)=[N:30][N:31]3[CH:36]=[CH:35][CH:34]=[CH:33][C:32]=23)[CH:7]=[CH:6][N:5]=1. The yield is 0.890. (4) The reactants are ClC1[C:3]([O:10][CH2:11][C:12]([F:15])([F:14])[F:13])=[CH:4][C:5]([C:8]#[N:9])=[N:6][CH:7]=1.Cl.[NH2:17][OH:18].C(N(CC)CC)C.[CH2:26]([Cl:28])Cl. The catalyst is CCO. The product is [Cl:28][C:26]1[C:3]([O:10][CH2:11][C:12]([F:15])([F:14])[F:13])=[CH:4][C:5]([C:8](=[NH:9])[NH:17][OH:18])=[N:6][CH:7]=1. The yield is 0.970. (5) The reactants are [Cl:1][C:2]1[CH:10]=[CH:9][C:5]([C:6]([OH:8])=O)=[CH:4][N:3]=1.[CH3:11][O:12][C:13]1[CH:20]=[CH:19][C:16]([CH2:17][NH2:18])=[CH:15][CH:14]=1.Cl.CN(C)CCCN=C=NCC.C1C=CC2N(O)N=NC=2C=1. The catalyst is CN(C=O)C.O. The product is [Cl:1][C:2]1[CH:10]=[CH:9][C:5]([C:6]([NH:18][CH2:17][C:16]2[CH:19]=[CH:20][C:13]([O:12][CH3:11])=[CH:14][CH:15]=2)=[O:8])=[CH:4][N:3]=1. The yield is 0.970.